From a dataset of Peptide-MHC class I binding affinity with 185,985 pairs from IEDB/IMGT. Regression. Given a peptide amino acid sequence and an MHC pseudo amino acid sequence, predict their binding affinity value. This is MHC class I binding data. The MHC is HLA-A31:01 with pseudo-sequence HLA-A31:01. The binding affinity (normalized) is 0. The peptide sequence is ETIEILRNY.